Task: Predict the product of the given reaction.. Dataset: Forward reaction prediction with 1.9M reactions from USPTO patents (1976-2016) (1) Given the reactants [N+:1]([C:4]1[CH:9]=[CH:8][CH:7]=[CH:6][C:5]=1[N:10]1[CH2:15][CH2:14][NH:13][CH2:12][CH2:11]1)([O-])=O.C(N(CC)CC)C.[CH3:23][C:24]([O:27][C:28](O[C:28]([O:27][C:24]([CH3:26])([CH3:25])[CH3:23])=[O:29])=[O:29])([CH3:26])[CH3:25], predict the reaction product. The product is: [C:28]([N:13]1[CH2:14][CH2:15][N:10]([C:5]2[CH:6]=[CH:7][CH:8]=[CH:9][C:4]=2[NH2:1])[CH2:11][CH2:12]1)([O:27][C:24]([CH3:26])([CH3:25])[CH3:23])=[O:29]. (2) Given the reactants F[C:2]1[CH:7]=[CH:6][C:5]([N+:8]([O-:10])=[O:9])=[CH:4][CH:3]=1.[NH:11]1[CH2:16][CH2:15][CH:14]([OH:17])[CH2:13][CH2:12]1.C([O-])([O-])=O.[K+].[K+], predict the reaction product. The product is: [N+:8]([C:5]1[CH:6]=[CH:7][C:2]([N:11]2[CH2:16][CH2:15][CH:14]([OH:17])[CH2:13][CH2:12]2)=[CH:3][CH:4]=1)([O-:10])=[O:9].